From a dataset of Reaction yield outcomes from USPTO patents with 853,638 reactions. Predict the reaction yield, written as a fraction of the theoretical maximum amount of product (1.0 means a 100% yield; for example, 0.34 means a 34% yield). (1) The reactants are [CH2:1]([C@@H:8]1[CH2:12][O:11][C:10](=[O:13])[N:9]1[C:14](=[O:33])[C@H:15]([CH3:32])[C@H:16]([C@H:18]1[CH2:22][O:21][C:20]([CH3:24])([CH3:23])[N:19]1[C:25]([O:27][C:28]([CH3:31])([CH3:30])[CH3:29])=[O:26])[OH:17])[C:2]1[CH:7]=[CH:6][CH:5]=[CH:4][CH:3]=1.N1C(C)=CC=CC=1C.[Si:42](OS(C(F)(F)F)(=O)=O)([C:45]([CH3:48])([CH3:47])[CH3:46])([CH3:44])[CH3:43]. The catalyst is C(Cl)Cl.C(OCC)(=O)C. The product is [CH2:1]([C@@H:8]1[CH2:12][O:11][C:10](=[O:13])[N:9]1[C:14](=[O:33])[C@H:15]([CH3:32])[C@H:16]([C@H:18]1[CH2:22][O:21][C:20]([CH3:24])([CH3:23])[N:19]1[C:25]([O:27][C:28]([CH3:31])([CH3:30])[CH3:29])=[O:26])[O:17][Si:42]([C:45]([CH3:48])([CH3:47])[CH3:46])([CH3:44])[CH3:43])[C:2]1[CH:7]=[CH:6][CH:5]=[CH:4][CH:3]=1. The yield is 0.830. (2) The reactants are [CH3:1][Si:2]([CH3:11])([CH3:10])[O:3][C:4](/[C:6](/[CH3:9])=[CH:7]/[CH3:8])=[CH2:5].[N+:12]([C:15]1[CH:22]=[N:21][CH:20]=[CH:19][C:16]=1[CH:17]=[O:18])([O-:14])=[O:13].CC(C)(C)/C(/O)=C/C(C(C(C(F)(F)F)(F)F)(F)F)=O.CC(C)(C)/C(/O)=C/C(C(C(C(F)(F)F)(F)F)(F)F)=O.CC(C)(C)/C(/O)=C/C(C(C(C(F)(F)F)(F)F)(F)F)=O.[Eu]. The catalyst is C(Cl)(Cl)Cl. The product is [CH3:9][C:6]1[C@@H:7]([CH3:8])[O:18][C@@H:17]([C:16]2[CH:19]=[CH:20][N:21]=[CH:22][C:15]=2[N+:12]([O-:14])=[O:13])[CH2:5][C:4]=1[O:3][Si:2]([CH3:10])([CH3:11])[CH3:1]. The yield is 0.680. (3) The yield is 0.640. The product is [O:13]1[C:8]2[CH:7]=[CH:6][C:5]([C:3]3[N:29]=[C:30]4[CH:35]=[CH:34][CH:33]=[CH:32][N:31]4[CH:2]=3)=[CH:14][C:9]=2[CH2:10][CH2:11][CH2:12]1. The catalyst is C(O)C. The reactants are Br[CH2:2][C:3]([C:5]1[CH:6]=[CH:7][C:8]2[O:13][CH2:12][CH2:11][CH2:10][C:9]=2[CH:14]=1)=O.BrCC(C1C2OCCCC=2C=CC=1)=O.[NH2:29][C:30]1[CH:35]=[CH:34][CH:33]=[CH:32][N:31]=1. (4) The reactants are [C:1]1([CH:7](O)[CH:8]=[CH:9][CH3:10])[CH:6]=[CH:5][CH:4]=[CH:3][CH:2]=1.Cl.CC[O:15]CC.C(=O)(O)[O-].[Na+]. The catalyst is O1CCOCC1. The product is [C:1]1([CH:7]=[CH:8][CH:9]([OH:15])[CH3:10])[CH:6]=[CH:5][CH:4]=[CH:3][CH:2]=1. The yield is 0.968. (5) The reactants are [Si]([O:8][C@H:9]1[CH2:14][CH2:13][C@@:12]([C@H:16]2[CH2:27][CH2:26][C@@:25]3([CH3:28])[C@@H:18]([CH2:19][C:20]4[CH:24]=[N:23][NH:22][C:21]=43)[C@@H:17]2[CH2:29][NH:30]C(=O)OC(C)(C)C)([CH3:15])[C@@H:11]([CH2:38][O:39][Si](C(C)(C)C)(C)C)[CH2:10]1)(C(C)(C)C)(C)C.O.O1CCOCC1.[ClH:54]. The catalyst is O1CCOCC1. The product is [ClH:54].[ClH:54].[NH2:30][CH2:29][C@@H:17]1[C@@H:16]([C@@:12]2([CH3:15])[CH2:13][CH2:14][C@H:9]([OH:8])[CH2:10][C@@H:11]2[CH2:38][OH:39])[CH2:27][CH2:26][C@@:25]2([CH3:28])[C@H:18]1[CH2:19][C:20]1[C:21]2=[N:22][NH:23][CH:24]=1. The yield is 0.840. (6) The reactants are [Cl:1][C:2]1[CH:3]=[C:4]([C:9]2[CH:14]=[CH:13][CH:12]=[C:11]([CH:15]([C:30]3([OH:36])[CH2:35][CH2:34][CH2:33][CH2:32][CH2:31]3)[CH2:16][N:17]3[CH2:22][CH2:21][N:20](C(OC(C)(C)C)=O)[CH2:19][CH2:18]3)[CH:10]=2)[CH:5]=[CH:6][C:7]=1[Cl:8].[ClH:37].CO. The catalyst is C(OCC)C. The product is [ClH:1].[ClH:37].[Cl:1][C:2]1[CH:3]=[C:4]([C:9]2[CH:14]=[CH:13][CH:12]=[C:11]([CH:15]([C:30]3([OH:36])[CH2:31][CH2:32][CH2:33][CH2:34][CH2:35]3)[CH2:16][N:17]3[CH2:22][CH2:21][NH:20][CH2:19][CH2:18]3)[CH:10]=2)[CH:5]=[CH:6][C:7]=1[Cl:8]. The yield is 0.810. (7) The reactants are [C:1]([O:5][C:6](=[O:39])[NH:7][CH2:8][CH:9]([NH:19][C:20]([C:22]1[S:38][C:25]2=[N:26][C:27]3[CH2:28][CH2:29][CH:30]([C:34]([CH3:37])([CH3:36])[CH3:35])[CH2:31][C:32]=3[CH:33]=[C:24]2[CH:23]=1)=[O:21])[C:10]1[CH:15]=[CH:14][CH:13]=[C:12]([N+:16]([O-])=O)[CH:11]=1)([CH3:4])([CH3:3])[CH3:2]. The catalyst is CO.[Pd]. The product is [C:1]([O:5][C:6](=[O:39])[NH:7][CH2:8][CH:9]([C:10]1[CH:15]=[CH:14][CH:13]=[C:12]([NH2:16])[CH:11]=1)[NH:19][C:20]([C:22]1[S:38][C:25]2=[N:26][C:27]3[CH2:28][CH2:29][CH:30]([C:34]([CH3:37])([CH3:36])[CH3:35])[CH2:31][C:32]=3[CH:33]=[C:24]2[CH:23]=1)=[O:21])([CH3:2])([CH3:3])[CH3:4]. The yield is 1.00.